From a dataset of Peptide-MHC class II binding affinity with 134,281 pairs from IEDB. Regression. Given a peptide amino acid sequence and an MHC pseudo amino acid sequence, predict their binding affinity value. This is MHC class II binding data. (1) The peptide sequence is FGHDGTVWAQSADFP. The MHC is DRB1_0301 with pseudo-sequence DRB1_0301. The binding affinity (normalized) is 0.0378. (2) The peptide sequence is ADLGYGPATPAAPAA. The MHC is HLA-DPA10201-DPB10101 with pseudo-sequence HLA-DPA10201-DPB10101. The binding affinity (normalized) is 0.158. (3) The binding affinity (normalized) is 0.0963. The MHC is HLA-DPA10201-DPB10101 with pseudo-sequence HLA-DPA10201-DPB10101. The peptide sequence is RRHGVRIRVRSGGHD. (4) The peptide sequence is HGRQIRMAKLFGRDPE. The MHC is DRB1_0101 with pseudo-sequence DRB1_0101. The binding affinity (normalized) is 0.744. (5) The peptide sequence is EFKYFAATQFEPLAA. The MHC is DRB1_1602 with pseudo-sequence DRB1_1602. The binding affinity (normalized) is 0.582. (6) The peptide sequence is KASNPNYLAILVKYV. The MHC is DRB1_1501 with pseudo-sequence DRB1_1501. The binding affinity (normalized) is 0.887.